Task: Predict the reactants needed to synthesize the given product.. Dataset: Full USPTO retrosynthesis dataset with 1.9M reactions from patents (1976-2016) (1) Given the product [Cl:6][C:4]1[N:3]=[CH:1][N:2]=[C:15]([N:13]([CH3:14])[CH3:12])[N:5]=1, predict the reactants needed to synthesize it. The reactants are: [C:1]([NH:3][C:4]([Cl:6])=[NH:5])#[N:2].O=P(Cl)(Cl)Cl.[CH3:12][N:13]([CH:15]=O)[CH3:14].O. (2) Given the product [Cl:56][C:69]1[CH:70]=[CH:71][C:72]([F:74])=[CH:73][C:68]=1[C:67]([N:64]1[CH2:63][CH2:62][N:61]([C:59](=[O:60])[CH2:58][NH:57][C:44]([C:42]2[N:41]=[N:40][N:39]([C:34]3[CH:35]=[CH:36][CH:37]=[CH:38][C:33]=3[C:31]#[N:32])[CH:43]=2)=[O:46])[CH2:66][CH2:65]1)=[O:76], predict the reactants needed to synthesize it. The reactants are: CCN(C(C)C)C(C)C.C1C=CC2N(O)N=NC=2C=1.CCN=C=NCCCN(C)C.[C:31]([C:33]1[CH:38]=[CH:37][CH:36]=[CH:35][C:34]=1[N:39]1[CH:43]=[C:42]([C:44]([OH:46])=O)[N:41]=[N:40]1)#[N:32].NC1C=CC=CC=1C#N.[ClH:56].[NH2:57][CH2:58][C:59]([N:61]1[CH2:66][CH2:65][N:64]([C:67](=[O:76])[C:68]2[CH:73]=[C:72]([F:74])[CH:71]=[CH:70][C:69]=2Cl)[CH2:63][CH2:62]1)=[O:60].ClC1C=CC(F)=CC=1C(O)=O.